Dataset: Full USPTO retrosynthesis dataset with 1.9M reactions from patents (1976-2016). Task: Predict the reactants needed to synthesize the given product. (1) The reactants are: [F:1][C:2]([F:25])([F:24])[C:3]1[CH:4]=[C:5]([C:13]2[N:17]=[CH:16][N:15]([CH2:18][C:19](=[CH2:23])[C:20]([OH:22])=O)[N:14]=2)[CH:6]=[C:7]([C:9]([F:12])([F:11])[F:10])[CH:8]=1.Cl.[F:27][C:28]1([F:32])[CH2:31][NH:30][CH2:29]1.C(P1(=O)OP(CCC)(=O)OP(CCC)(=O)O1)CC.CCN(C(C)C)C(C)C. Given the product [F:12][C:9]([F:11])([F:10])[C:7]1[CH:6]=[C:5]([C:13]2[N:17]=[CH:16][N:15]([CH2:18][C:19](=[CH2:23])[C:20]([N:30]3[CH2:31][C:28]([F:32])([F:27])[CH2:29]3)=[O:22])[N:14]=2)[CH:4]=[C:3]([C:2]([F:25])([F:1])[F:24])[CH:8]=1, predict the reactants needed to synthesize it. (2) The reactants are: BrC1C(F)=CC=C2C=1CC[NH:6]C2CC(OC)=O.S(=O)(=O)(O)O.[C:23]([N:26]1[CH2:35][CH2:34][C:33]2[C:28](=[CH:29][CH:30]=[C:31]([F:37])[C:32]=2[Br:36])[CH:27]1[CH2:38][C:39]([O:41]C)=O)(=[O:25])[CH3:24].C([O-])(O)=O.[Na+]. Given the product [Br:36][C:32]1[C:31]([F:37])=[CH:30][CH:29]=[C:28]2[C:33]=1[CH2:34][CH2:35][N:26]1[C:23](=[O:25])[CH2:24][NH:6][C:39](=[O:41])[CH:38]=[C:27]12, predict the reactants needed to synthesize it. (3) Given the product [C:40]([O:39][C:37](=[O:38])[N:28]([C:20]1[S:21][C:22]([CH2:24][OH:25])=[CH:23][C@:18]([C:16]2[CH:17]=[C:12]([Br:11])[CH:13]=[CH:14][C:15]=2[F:46])([CH2:44][F:45])[N:19]=1)[CH2:29][O:30][CH2:31][CH2:32][Si:33]([CH3:34])([CH3:35])[CH3:36])([CH3:43])([CH3:41])[CH3:42], predict the reactants needed to synthesize it. The reactants are: [H-].C([Al+]CC(C)C)C(C)C.[Br:11][C:12]1[CH:13]=[CH:14][C:15]([F:46])=[C:16]([C@:18]2([CH2:44][F:45])[CH:23]=[C:22]([C:24](OC)=[O:25])[S:21][C:20]([N:28]([C:37]([O:39][C:40]([CH3:43])([CH3:42])[CH3:41])=[O:38])[CH2:29][O:30][CH2:31][CH2:32][Si:33]([CH3:36])([CH3:35])[CH3:34])=[N:19]2)[CH:17]=1.CC(C[AlH]CC(C)C)C.CO. (4) The reactants are: C([O:5][C:6]([N:8]1[CH2:13][CH2:12][CH:11]([C:14]2[C:23]3[C:18](=[CH:19][C:20]([O:24][CH:25]4[CH2:28][N:27]([C:29](=[O:31])[CH3:30])[CH2:26]4)=[CH:21][CH:22]=3)[N:17]=[CH:16][N:15]=2)[CH2:10][CH2:9]1)=O)(C)(C)C.Cl.[N+](C1C=CC(OC(=O)[NH:44][C:45]2[CH:50]=[CH:49][C:48]([N:51]3[CH2:55][CH2:54][CH2:53][CH2:52]3)=[CH:47][CH:46]=2)=CC=1)([O-])=O. Given the product [N:51]1([C:48]2[CH:49]=[CH:50][C:45]([NH:44][C:6]([N:8]3[CH2:9][CH2:10][CH:11]([C:14]4[C:23]5[C:18](=[CH:19][C:20]([O:24][CH:25]6[CH2:26][N:27]([C:29](=[O:31])[CH3:30])[CH2:28]6)=[CH:21][CH:22]=5)[N:17]=[CH:16][N:15]=4)[CH2:12][CH2:13]3)=[O:5])=[CH:46][CH:47]=2)[CH2:52][CH2:53][CH2:54][CH2:55]1, predict the reactants needed to synthesize it. (5) Given the product [CH2:3]([C:5]1[S:6][C:7]([C:17]2[CH:22]=[CH:21][N:20]=[C:19]([N:23]([CH3:33])[C:24](=[O:32])[CH2:25][C:26]3[CH:31]=[CH:30][CH:29]=[CH:28][CH:27]=3)[CH:18]=2)=[C:8]([C:10]2[CH:15]=[CH:14][CH:13]=[C:12]([CH3:16])[CH:11]=2)[N:9]=1)[CH3:4], predict the reactants needed to synthesize it. The reactants are: [H-].[Na+].[CH2:3]([C:5]1[S:6][C:7]([C:17]2[CH:22]=[CH:21][N:20]=[C:19]([NH:23][C:24](=[O:32])[CH2:25][C:26]3[CH:31]=[CH:30][CH:29]=[CH:28][CH:27]=3)[CH:18]=2)=[C:8]([C:10]2[CH:15]=[CH:14][CH:13]=[C:12]([CH3:16])[CH:11]=2)[N:9]=1)[CH3:4].[CH3:33]I.[Cl-].[NH4+]. (6) Given the product [ClH:2].[Cl:29][C:30]1[C:31]([F:37])=[C:32]([CH:34]=[CH:35][CH:36]=1)[NH:33][C:3]1[C:12]2[C:7](=[CH:8][C:9]([O:27][CH3:28])=[C:10]([O:13][C@@H:14]3[CH2:19][CH2:18][CH2:17][NH:16][CH2:15]3)[CH:11]=2)[N:6]=[CH:5][N:4]=1, predict the reactants needed to synthesize it. The reactants are: Cl.[Cl:2][C:3]1[C:12]2[C:7](=[CH:8][C:9]([O:27][CH3:28])=[C:10]([O:13][C@@H:14]3[CH2:19][CH2:18][CH2:17][N:16](C(OC(C)(C)C)=O)[CH2:15]3)[CH:11]=2)[N:6]=[CH:5][N:4]=1.[Cl:29][C:30]1[C:31]([F:37])=[C:32]([CH:34]=[CH:35][CH:36]=1)[NH2:33]. (7) Given the product [F:26][C:27]1[CH:32]=[CH:31][CH:30]=[C:29]([O:33][CH3:34])[C:28]=1[C:2]1[CH:7]=[CH:6][N:5]=[CH:4][C:3]=1[N:8]([CH3:25])[C:9](=[O:24])[C:10]1[CH:15]=[C:14]([C:16]([F:19])([F:18])[F:17])[CH:13]=[C:12]([C:20]([F:23])([F:22])[F:21])[CH:11]=1, predict the reactants needed to synthesize it. The reactants are: Br[C:2]1[CH:7]=[CH:6][N:5]=[CH:4][C:3]=1[N:8]([CH3:25])[C:9](=[O:24])[C:10]1[CH:15]=[C:14]([C:16]([F:19])([F:18])[F:17])[CH:13]=[C:12]([C:20]([F:23])([F:22])[F:21])[CH:11]=1.[F:26][C:27]1[CH:32]=[CH:31][CH:30]=[C:29]([O:33][CH3:34])[C:28]=1B(O)O.